This data is from Forward reaction prediction with 1.9M reactions from USPTO patents (1976-2016). The task is: Predict the product of the given reaction. (1) Given the reactants [OH:1][CH2:2][C:3]1[N:4]=[C:5]2[C:10]([N:11]3[CH2:16][CH2:15][O:14][CH2:13][CH2:12]3)=[CH:9][CH:8]=[N:7][N:6]2[C:17]=1[CH:18]1[CH2:23][CH2:22][N:21]([C:24]([O:26][C:27]([CH3:30])([CH3:29])[CH3:28])=[O:25])[CH2:20][CH2:19]1.I(C1C=CC=CC=1C(O)=O)(=O)=O.[OH-].[Na+], predict the reaction product. The product is: [CH:2]([C:3]1[N:4]=[C:5]2[C:10]([N:11]3[CH2:16][CH2:15][O:14][CH2:13][CH2:12]3)=[CH:9][CH:8]=[N:7][N:6]2[C:17]=1[CH:18]1[CH2:19][CH2:20][N:21]([C:24]([O:26][C:27]([CH3:30])([CH3:29])[CH3:28])=[O:25])[CH2:22][CH2:23]1)=[O:1]. (2) Given the reactants [O:1]=[C:2]1[CH:6]=[C:5]([C@H:7]2[CH2:12][CH2:11][N:10](C(OC)=O)[C@H:9]([C:17]3[CH:22]=[CH:21][CH:20]=[CH:19][CH:18]=3)[CH2:8]2)[O:4][NH:3]1.Br, predict the reaction product. The product is: [C:17]1([C@@H:9]2[CH2:8][C@@H:7]([C:5]3[O:4][NH:3][C:2](=[O:1])[CH:6]=3)[CH2:12][CH2:11][NH:10]2)[CH:18]=[CH:19][CH:20]=[CH:21][CH:22]=1. (3) Given the reactants [OH:1][CH2:2][CH2:3][NH:4][S:5]([CH2:8][CH2:9][C:10]([F:19])([C:15]([F:18])([F:17])[F:16])[C:11]([F:14])([F:13])[F:12])(=[O:7])=[O:6].[C:20](O[C:20](=[O:24])[C:21]([CH3:23])=[CH2:22])(=[O:24])[C:21]([CH3:23])=[CH2:22], predict the reaction product. The product is: [F:19][C:10]([C:15]([F:16])([F:17])[F:18])([C:11]([F:14])([F:13])[F:12])[CH2:9][CH2:8][S:5]([NH:4][CH2:3][CH2:2][O:1][C:20](=[O:24])[C:21]([CH3:23])=[CH2:22])(=[O:7])=[O:6]. (4) The product is: [CH:1]([C:4]1[N:8]=[C:7]([N:9]2[CH2:14][CH2:13][CH:12]([C@H:15]3[CH2:17][C@H:16]3[CH2:18][CH2:19][O:20][C:21]3[N:26]=[CH:25][C:24]([CH2:27][C:28]([OH:30])=[O:29])=[CH:23][C:22]=3[CH3:35])[CH2:11][CH2:10]2)[O:6][N:5]=1)([CH3:2])[CH3:3]. Given the reactants [CH:1]([C:4]1[N:8]=[C:7]([N:9]2[CH2:14][CH2:13][CH:12]([C@H:15]3[CH2:17][C@H:16]3[CH2:18][CH2:19][O:20][C:21]3[N:26]=[CH:25][C:24]([CH2:27][C:28]([O:30]C(C)(C)C)=[O:29])=[CH:23][C:22]=3[CH3:35])[CH2:11][CH2:10]2)[O:6][N:5]=1)([CH3:3])[CH3:2].Cl, predict the reaction product. (5) Given the reactants [F:1][C:2]([F:32])([F:31])[C:3]1[CH:8]=[CH:7][C:6]([C:9]2[C:10]([C:15]([NH:17][C:18]3[CH:27]=[C:26]4[C:21]([CH:22]=[C:23]([C:28](O)=[O:29])[CH:24]=[N:25]4)=[CH:20][CH:19]=3)=[O:16])=[CH:11][CH:12]=[CH:13][CH:14]=2)=[CH:5][CH:4]=1.[NH2:33][C@H:34]([C:36]1[CH:41]=[CH:40][CH:39]=[CH:38][N:37]=1)[CH3:35].Cl.CN(C)CCCN=C=NCC.ON1C2C=CC=CC=2N=N1.C(N(CC)CC)C, predict the reaction product. The product is: [N:37]1[CH:38]=[CH:39][CH:40]=[CH:41][C:36]=1[C@@H:34]([NH:33][C:28]([C:23]1[CH:24]=[N:25][C:26]2[C:21]([CH:22]=1)=[CH:20][CH:19]=[C:18]([NH:17][C:15]([C:10]1[C:9]([C:6]3[CH:5]=[CH:4][C:3]([C:2]([F:32])([F:1])[F:31])=[CH:8][CH:7]=3)=[CH:14][CH:13]=[CH:12][CH:11]=1)=[O:16])[CH:27]=2)=[O:29])[CH3:35]. (6) Given the reactants [F:1][C:2]1[CH:20]=[C:19]([C:21]([F:24])([F:23])[F:22])[CH:18]=[CH:17][C:3]=1[C:4]([NH:6][CH2:7][CH2:8][N:9]1[CH:13]=[C:12]([C:14]([OH:16])=O)[N:11]=[N:10]1)=[O:5].Cl.[NH2:26][CH:27]([C:30]1[CH:35]=[CH:34][C:33]([CH:36]2[CH2:38][CH2:37]2)=[CH:32][CH:31]=1)[C:28]#[N:29], predict the reaction product. The product is: [C:28]([CH:27]([NH:26][C:14]([C:12]1[N:11]=[N:10][N:9]([CH2:8][CH2:7][NH:6][C:4](=[O:5])[C:3]2[CH:17]=[CH:18][C:19]([C:21]([F:24])([F:23])[F:22])=[CH:20][C:2]=2[F:1])[CH:13]=1)=[O:16])[C:30]1[CH:35]=[CH:34][C:33]([CH:36]2[CH2:37][CH2:38]2)=[CH:32][CH:31]=1)#[N:29].